Task: Predict the product of the given reaction.. Dataset: Forward reaction prediction with 1.9M reactions from USPTO patents (1976-2016) (1) Given the reactants [Cl:1][C:2]1[CH:7]=[CH:6][CH:5]=[CH:4][C:3]=1[CH:8]=[CH:9][C:10]([OH:12])=[O:11], predict the reaction product. The product is: [Cl:1][C:2]1[CH:7]=[CH:6][CH:5]=[CH:4][C:3]=1[CH2:8][CH2:9][C:10]([OH:12])=[O:11]. (2) The product is: [CH3:11][C:12]1[CH:13]=[C:14]([CH2:19][CH:20]([N:29]=[C:1]=[S:2])[C:21]2[CH:26]=[CH:25][CH:24]=[C:23]([CH3:27])[C:22]=2[CH3:28])[CH:15]=[C:16]([CH3:18])[CH:17]=1. Given the reactants [C:1](Cl)(Cl)=[S:2].C(=O)([O-])[O-].[K+].[K+].[CH3:11][C:12]1[CH:13]=[C:14]([CH2:19][CH:20]([NH2:29])[C:21]2[CH:26]=[CH:25][CH:24]=[C:23]([CH3:27])[C:22]=2[CH3:28])[CH:15]=[C:16]([CH3:18])[CH:17]=1.ClCCl, predict the reaction product. (3) Given the reactants CON(C)[C:4]([C:6]1[C:15](=[O:16])[C:14]2[C:9](=[CH:10][CH:11]=[CH:12][CH:13]=2)[N:8]([CH2:17][C:18]2[CH:23]=[CH:22][CH:21]=[C:20]([Br:24])[N:19]=2)[CH:7]=1)=[O:5], predict the reaction product. The product is: [Br:24][C:20]1[N:19]=[C:18]([CH2:17][N:8]2[C:9]3[C:14](=[CH:13][CH:12]=[CH:11][CH:10]=3)[C:15](=[O:16])[C:6]([C:4](=[O:5])[C:13]3[CH:12]=[CH:11][CH:10]=[CH:9][C:14]=3[CH3:15])=[CH:7]2)[CH:23]=[CH:22][CH:21]=1.